Predict which catalyst facilitates the given reaction. From a dataset of Catalyst prediction with 721,799 reactions and 888 catalyst types from USPTO. (1) The catalyst class is: 9. Reactant: [H-].[Na+].[C:3]1([S:9]([C:12]2[CH:21]=[CH:20][C:15]3[NH:16][CH2:17][CH2:18][O:19][C:14]=3[CH:13]=2)(=[O:11])=[O:10])[CH:8]=[CH:7][CH:6]=[CH:5][CH:4]=1.[CH2:22]([N:29]1[CH2:33][CH2:32][CH:31](OS(C)(=O)=O)[CH2:30]1)[C:23]1[CH:28]=[CH:27][CH:26]=[CH:25][CH:24]=1.O. Product: [C:3]1([S:9]([C:12]2[CH:21]=[CH:20][C:15]3[N:16]([CH:31]4[CH2:32][CH2:33][N:29]([CH2:22][C:23]5[CH:28]=[CH:27][CH:26]=[CH:25][CH:24]=5)[CH2:30]4)[CH2:17][CH2:18][O:19][C:14]=3[CH:13]=2)(=[O:11])=[O:10])[CH:8]=[CH:7][CH:6]=[CH:5][CH:4]=1. (2) Reactant: [Cl:1][C:2]1[CH:3]=[C:4]([C:13]2[C:22]3[C:17](=[CH:18][C:19]4[C:25]([NH2:26])=[N:24][O:23][C:20]=4[CH:21]=3)[CH:16]=[CH:15][N:14]=2)[CH:5]=[N:6][C:7]=1[O:8][CH2:9][CH:10]([CH3:12])[CH3:11].[CH:27]1([S:30](Cl)(=[O:32])=[O:31])[CH2:29][CH2:28]1. Product: [Cl:1][C:2]1[CH:3]=[C:4]([C:13]2[C:22]3[C:17](=[CH:18][C:19]4[C:25]([NH:26][S:30]([CH:27]5[CH2:29][CH2:28]5)(=[O:32])=[O:31])=[N:24][O:23][C:20]=4[CH:21]=3)[CH:16]=[CH:15][N:14]=2)[CH:5]=[N:6][C:7]=1[O:8][CH2:9][CH:10]([CH3:12])[CH3:11]. The catalyst class is: 383. (3) Reactant: [CH2:1]([C@H:8]1[CH2:13][N:12]([C:14]2[CH:22]=[C:21]3[C:17]([C:18]([CH2:27][CH3:28])=[N:19][N:20]3[CH:23]3[CH2:26][CH2:25][CH2:24]3)=[CH:16][CH:15]=2)[CH2:11][CH2:10][N:9]1[C:29](=[O:36])[CH2:30][C:31]1[CH:32]=[N:33][NH:34][CH:35]=1)[C:2]1[CH:7]=[CH:6][CH:5]=[CH:4][CH:3]=1.[H-].[Na+].[CH2:39](I)[CH3:40]. Product: [CH2:1]([C@H:8]1[CH2:13][N:12]([C:14]2[CH:22]=[C:21]3[C:17]([C:18]([CH2:27][CH3:28])=[N:19][N:20]3[CH:23]3[CH2:26][CH2:25][CH2:24]3)=[CH:16][CH:15]=2)[CH2:11][CH2:10][N:9]1[C:29](=[O:36])[CH2:30][C:31]1[CH:32]=[N:33][N:34]([CH2:39][CH3:40])[CH:35]=1)[C:2]1[CH:7]=[CH:6][CH:5]=[CH:4][CH:3]=1. The catalyst class is: 31. (4) Reactant: C(OC([N:8]1[CH2:13][CH:12]=[C:11]([C:14]2[CH:19]=[CH:18][C:17]([NH:20][C:21]([O:23][CH2:24][C:25]3[CH:30]=[CH:29][CH:28]=[CH:27][CH:26]=3)=[O:22])=[CH:16][CH:15]=2)[CH2:10][CH2:9]1)=O)(C)(C)C.[OH-].[Na+]. Product: [CH2:24]([O:23][C:21](=[O:22])[NH:20][C:17]1[CH:18]=[CH:19][C:14]([C:11]2[CH2:12][CH2:13][NH:8][CH2:9][CH:10]=2)=[CH:15][CH:16]=1)[C:25]1[CH:30]=[CH:29][CH:28]=[CH:27][CH:26]=1. The catalyst class is: 137. (5) Reactant: [Br:1][CH2:2][C:3]([NH:5][CH2:6][C:7]#[CH:8])=[O:4].[CH3:9][N:10]([CH3:12])[CH3:11]. Product: [Br-:1].[CH3:9][N+:10]([CH3:12])([CH3:11])[CH2:2][C:3](=[O:4])[NH:5][CH2:6][C:7]#[CH:8]. The catalyst class is: 10. (6) Reactant: [NH2:1][C:2]1[N:3]=[C:4]2[CH:9]=[CH:8][C:7]([O:10][C:11]3[CH:12]=[C:13]([NH:17][C:18](=[O:30])[C:19]4[CH:24]=[CH:23][CH:22]=[C:21]([C:25]5([C:28]#[N:29])[CH2:27][CH2:26]5)[CH:20]=4)[CH:14]=[CH:15][CH:16]=3)=[N:6][N:5]2[CH:31]=1.[F:32][C:33]([F:44])([F:43])[C:34]1[CH:42]=[CH:41][C:37]([C:38](O)=[O:39])=[CH:36][N:35]=1.C(Cl)(=O)C(Cl)=O.O1CCCC1. Product: [C:28]([C:25]1([C:21]2[CH:20]=[C:19]([CH:24]=[CH:23][CH:22]=2)[C:18]([NH:17][C:13]2[CH:12]=[C:11]([CH:16]=[CH:15][CH:14]=2)[O:10][C:7]2[CH:8]=[CH:9][C:4]3[N:5]([CH:31]=[C:2]([NH:1][C:38](=[O:39])[C:37]4[CH:41]=[CH:42][C:34]([C:33]([F:44])([F:32])[F:43])=[N:35][CH:36]=4)[N:3]=3)[N:6]=2)=[O:30])[CH2:27][CH2:26]1)#[N:29]. The catalyst class is: 402. (7) Reactant: Cl.[Br:2][C:3]1[C:13]2[CH2:12][CH2:11][NH:10][CH2:9][CH2:8][C:7]=2[C:6](C(C)CC[Cl:17])=[C:5]2[N:19]=[C:20]([C:22]([F:25])([F:24])[F:23])[O:21][C:4]=12.[CH3:26][N:27]1[C:31]([C:32]2[CH:41]=[CH:40][CH:39]=[C:38]3[C:33]=2[CH:34]=[CH:35][C:36]([CH3:42])=[N:37]3)=[N:30][NH:29][C:28]1=[S:43].C(N([CH2:49][CH3:50])CC)C.[I-].[Na+].[C:53](OCC)(=O)[CH3:54]. Product: [ClH:17].[Br:2][C:3]1[C:13]2[CH2:12][CH2:11][N:10]([CH:49]([CH3:50])[CH2:53][CH2:54][S:43][C:28]3[N:27]([CH3:26])[C:31]([C:32]4[CH:41]=[CH:40][CH:39]=[C:38]5[C:33]=4[CH:34]=[CH:35][C:36]([CH3:42])=[N:37]5)=[N:30][N:29]=3)[CH2:9][CH2:8][C:7]=2[CH:6]=[C:5]2[N:19]=[C:20]([C:22]([F:23])([F:25])[F:24])[O:21][C:4]=12. The catalyst class is: 3.